Predict the reactants needed to synthesize the given product. From a dataset of Full USPTO retrosynthesis dataset with 1.9M reactions from patents (1976-2016). (1) The reactants are: [F:1][C:2]1[N:7]=[CH:6][C:5]([C:8](O)([CH3:10])[CH3:9])=[CH:4][CH:3]=1.O. Given the product [F:1][C:2]1[CH:3]=[CH:4][C:5]([C:8]([CH3:10])=[CH2:9])=[CH:6][N:7]=1, predict the reactants needed to synthesize it. (2) Given the product [CH:1]1([NH:4][C:5](=[O:31])[C:6]2[CH:11]=[CH:10][C:9]([CH3:12])=[C:8]([N:13]3[CH:18]=[CH:17][N:16]=[C:15]([NH:19][C:20]4([C:23]5[CH:28]=[CH:27][CH:26]=[CH:25][C:24]=5[O:29][CH2:45][C@@H:46]5[CH2:48][O:47]5)[CH2:22][CH2:21]4)[C:14]3=[O:30])[CH:7]=2)[CH2:3][CH2:2]1, predict the reactants needed to synthesize it. The reactants are: [CH:1]1([NH:4][C:5](=[O:31])[C:6]2[CH:11]=[CH:10][C:9]([CH3:12])=[C:8]([N:13]3[CH:18]=[CH:17][N:16]=[C:15]([NH:19][C:20]4([C:23]5[CH:28]=[CH:27][CH:26]=[CH:25][C:24]=5[OH:29])[CH2:22][CH2:21]4)[C:14]3=[O:30])[CH:7]=2)[CH2:3][CH2:2]1.[N+](C1C=C(S(O[CH2:45][C@@H:46]2[CH2:48][O:47]2)(=O)=O)C=CC=1)([O-])=O. (3) Given the product [CH3:16][C:17]1([CH3:19])[O:1][CH2:2][C:3]([C:4]([O:6][CH2:7][CH3:8])=[O:5])([C:9]([O:11][CH2:12][CH3:13])=[O:10])[CH2:14][O:15]1, predict the reactants needed to synthesize it. The reactants are: [OH:1][CH2:2][C:3]([CH2:14][OH:15])([C:9]([O:11][CH2:12][CH3:13])=[O:10])[C:4]([O:6][CH2:7][CH3:8])=[O:5].[CH3:16][C:17]([CH3:19])=O.COC(OC)(C)C.S(=O)(=O)(O)O. (4) Given the product [Cl:1][C:2]1[C:3](/[C:9](=[N:24]\[O:25][C:26]([CH3:29])([CH3:28])[CH3:27])/[CH2:10][NH:11][C:12](=[O:23])[C:13]2[CH:18]=[CH:17][CH:16]=[CH:15][C:14]=2[C:19]([F:22])([F:20])[F:21])=[N:4][CH:5]=[C:6]([Cl:8])[CH:7]=1, predict the reactants needed to synthesize it. The reactants are: [Cl:1][C:2]1[C:3]([C:9](=[N:24][O:25][C:26]([CH3:29])([CH3:28])[CH3:27])[CH2:10][NH:11][C:12](=[O:23])[C:13]2[CH:18]=[CH:17][CH:16]=[CH:15][C:14]=2[C:19]([F:22])([F:21])[F:20])=[N:4][CH:5]=[C:6]([Cl:8])[CH:7]=1. (5) Given the product [CH2:1]([C:5]1[C:6]([C:18]2[CH:23]=[CH:22][CH:21]=[CH:20][CH:19]=2)=[C:7]([O:17][C:27]2[CH:34]=[CH:33][C:30]([CH:31]=[O:32])=[CH:29][CH:28]=2)[C:8]2[C:13]([CH:14]=1)=[CH:12][C:11]([O:15][CH3:16])=[CH:10][CH:9]=2)[CH2:2][CH2:3][CH3:4], predict the reactants needed to synthesize it. The reactants are: [CH2:1]([C:5]1[C:6]([C:18]2[CH:23]=[CH:22][CH:21]=[CH:20][CH:19]=2)=[C:7]([OH:17])[C:8]2[C:13]([CH:14]=1)=[CH:12][C:11]([O:15][CH3:16])=[CH:10][CH:9]=2)[CH2:2][CH2:3][CH3:4].[H-].[Na+].F[C:27]1[CH:34]=[CH:33][C:30]([CH:31]=[O:32])=[CH:29][CH:28]=1. (6) The reactants are: F[C:2]1[C:11]([N+:12]([O-:14])=[O:13])=[CH:10][C:5]([C:6]([O:8][CH3:9])=[O:7])=[C:4]([O:15][CH3:16])[CH:3]=1.[O:17]1[CH2:22][CH2:21][CH:20]([C:23]2[NH:24][CH:25]=[CH:26][N:27]=2)[CH2:19][CH2:18]1.C(N1CCCC1=O)C.C(=O)([O-])[O-].[K+].[K+]. Given the product [CH3:16][O:15][C:4]1[CH:3]=[C:2]([N:24]2[CH:25]=[CH:26][N:27]=[C:23]2[CH:20]2[CH2:21][CH2:22][O:17][CH2:18][CH2:19]2)[C:11]([N+:12]([O-:14])=[O:13])=[CH:10][C:5]=1[C:6]([O:8][CH3:9])=[O:7], predict the reactants needed to synthesize it. (7) The reactants are: [CH3:1][O:2][C:3]1[CH:4]=[C:5]2[C:10](=[CH:11][CH:12]=1)[CH:9]=[C:8]([C:13]1[C:21]3[C:16](=[CH:17][CH:18]=[C:19]([C:22]([OH:24])=O)[CH:20]=3)[N:15]([CH:25]3[CH2:30][CH2:29][CH2:28][CH2:27][O:26]3)[N:14]=1)[CH:7]=[CH:6]2.C1C=CC2N(O)N=NC=2C=1.CCN=C=NCCCN(C)C.Cl.[NH2:53][CH2:54][CH2:55][N:56]1[CH2:61][CH2:60][O:59][CH2:58][CH2:57]1. Given the product [N:56]1([CH2:55][CH2:54][NH:53][C:22]([C:19]2[CH:20]=[C:21]3[C:16](=[CH:17][CH:18]=2)[N:15]([CH:25]2[CH2:30][CH2:29][CH2:28][CH2:27][O:26]2)[N:14]=[C:13]3[C:8]2[CH:7]=[CH:6][C:5]3[C:10](=[CH:11][CH:12]=[C:3]([O:2][CH3:1])[CH:4]=3)[CH:9]=2)=[O:24])[CH2:61][CH2:60][O:59][CH2:58][CH2:57]1, predict the reactants needed to synthesize it.